This data is from Forward reaction prediction with 1.9M reactions from USPTO patents (1976-2016). The task is: Predict the product of the given reaction. (1) Given the reactants [CH3:1][O:2][C:3](=[O:27])[C:4]1[CH:9]=[CH:8][C:7]([NH:10][CH2:11][CH:12]2[CH2:17][CH2:16][CH2:15][CH2:14][CH2:13]2)=[C:6]([NH:18][C:19](=O)[CH2:20][C:21]2[S:22][CH:23]=[CH:24][CH:25]=2)[CH:5]=1.Cl, predict the reaction product. The product is: [CH3:1][O:2][C:3]([C:4]1[CH:9]=[CH:8][C:7]2[N:10]([CH2:11][CH:12]3[CH2:17][CH2:16][CH2:15][CH2:14][CH2:13]3)[C:19]([CH2:20][C:21]3[S:22][CH:23]=[CH:24][CH:25]=3)=[N:18][C:6]=2[CH:5]=1)=[O:27]. (2) The product is: [CH2:4]([N:11]1[CH2:16][CH2:15][C:14]([CH3:17])=[C:13]([NH:18][C:19](=[O:20])[O:21][CH3:22])[CH2:12]1)[C:5]1[CH:6]=[CH:7][CH:8]=[CH:9][CH:10]=1. Given the reactants [BH4-].[Na+].[Br-].[CH2:4]([N+:11]1[CH:16]=[CH:15][C:14]([CH3:17])=[C:13]([NH:18][C:19]([O:21][CH3:22])=[O:20])[CH:12]=1)[C:5]1[CH:10]=[CH:9][CH:8]=[CH:7][CH:6]=1.O, predict the reaction product. (3) Given the reactants [C:1]([NH:6][C@H:7]([C:13]([OH:15])=[O:14])[CH2:8][CH2:9][C:10]([OH:12])=[O:11])(=[O:5])[C:2](C)=[CH2:3].N[C@H](C(O)=O)CCC(O)=O.[OH-].[Na+].C(Cl)(=O)C=C, predict the reaction product. The product is: [C:1]([NH:6][C@H:7]([C:13]([OH:15])=[O:14])[CH2:8][CH2:9][C:10]([OH:12])=[O:11])(=[O:5])[CH:2]=[CH2:3]. (4) Given the reactants [CH2:1]([O:3][C:4]([C:6]1[S:15][C:14]2[C:13]3[CH:16]=[CH:17][C:18]([OH:20])=[CH:19][C:12]=3[O:11][C:10]3[CH:21]=[CH:22][CH:23]=[CH:24][C:9]=3[C:8]=2[CH:7]=1)=[O:5])[CH3:2].Cl.[CH3:26][N:27]([CH3:32])[CH2:28][CH2:29][CH2:30]Cl, predict the reaction product. The product is: [CH2:1]([O:3][C:4]([C:6]1[S:15][C:14]2[C:13]3[CH:16]=[CH:17][C:18]([O:20][CH2:30][CH2:29][CH2:28][N:27]([CH3:32])[CH3:26])=[CH:19][C:12]=3[O:11][C:10]3[CH:21]=[CH:22][CH:23]=[CH:24][C:9]=3[C:8]=2[CH:7]=1)=[O:5])[CH3:2]. (5) Given the reactants [CH3:1][O:2][C:3](=[O:24])[C:4]1[CH:9]=[CH:8][C:7]([NH:10][CH2:11][CH2:12][NH:13][C:14]([O:16][C:17]([CH3:20])([CH3:19])[CH3:18])=[O:15])=[C:6]([N+:21]([O-])=O)[CH:5]=1, predict the reaction product. The product is: [CH3:1][O:2][C:3](=[O:24])[C:4]1[CH:9]=[CH:8][C:7]([NH:10][CH2:11][CH2:12][NH:13][C:14]([O:16][C:17]([CH3:18])([CH3:20])[CH3:19])=[O:15])=[C:6]([NH2:21])[CH:5]=1. (6) The product is: [CH3:23][O:4][C:3]1[CH:5]=[C:6]([CH3:11])[C:7]([O:17][CH3:18])=[C:8]([CH3:9])[C:2]=1[CH3:1]. Given the reactants [CH3:1][C:2]1[C:8]([CH3:9])=[C:7](O)[C:6]([CH3:11])=[CH:5][C:3]=1[OH:4].COS([O:17][CH3:18])(=O)=O.[OH-].[Na+].[NH4+].[OH-].[CH3:23]CO, predict the reaction product. (7) Given the reactants Cl[C:2]1[C:7]([C:8]([OH:10])=[O:9])=[CH:6][C:5]([C:11]([F:14])([F:13])[F:12])=[CH:4][N:3]=1.[F:15][C:16]([F:20])([F:19])[CH2:17][NH2:18].C(=O)([O-])[O-].[K+].[K+], predict the reaction product. The product is: [F:15][C:16]([F:20])([F:19])[CH2:17][NH:18][C:2]1[N:3]=[CH:4][C:5]([C:11]([F:14])([F:13])[F:12])=[CH:6][C:7]=1[C:8]([OH:10])=[O:9]. (8) Given the reactants Br[CH2:2][C:3]1[S:11][C:10]2[C:9]([N:12]3[CH2:17][CH2:16][O:15][CH2:14][CH2:13]3)=[N:8][C:7]([Cl:18])=[N:6][C:5]=2[CH:4]=1.[CH3:19][N:20]([CH2:25][CH:26]1[CH2:30][CH2:29][CH2:28][NH:27]1)[S:21]([CH3:24])(=[O:23])=[O:22].C(=O)([O-])[O-].[K+].[K+], predict the reaction product. The product is: [Cl:18][C:7]1[N:8]=[C:9]([N:12]2[CH2:17][CH2:16][O:15][CH2:14][CH2:13]2)[C:10]2[S:11][C:3]([CH2:2][N:27]3[CH2:28][CH2:29][CH2:30][CH:26]3[CH2:25][N:20]([CH3:19])[S:21]([CH3:24])(=[O:23])=[O:22])=[CH:4][C:5]=2[N:6]=1. (9) Given the reactants [NH2:1][C:2]1[CH:7]=[C:6]([Br:8])[N:5]=[CH:4][C:3]=1[N:9]([CH3:20])[C:10](=O)[CH2:11][C:12]1[CH:17]=[CH:16][CH:15]=[CH:14][C:13]=1[F:18], predict the reaction product. The product is: [Br:8][C:6]1[N:5]=[CH:4][C:3]2[N:9]([CH3:20])[C:10]([CH2:11][C:12]3[CH:17]=[CH:16][CH:15]=[CH:14][C:13]=3[F:18])=[N:1][C:2]=2[CH:7]=1. (10) The product is: [Cl:1][C:2]1[CH:3]=[C:4]([C:9]2[CH:10]=[C:11]([C@@:15]3([CH2:32][CH3:34])[NH:16][C:17](=[NH:23])[N:18]([CH3:22])[C:19](=[O:21])[CH2:20]3)[CH:12]=[CH:13][CH:14]=2)[C:5]([OH:8])=[CH:6][CH:7]=1. Given the reactants [Cl:1][C:2]1[CH:3]=[C:4]([C:9]2[CH:10]=[C:11]([C@:15]3(C)[CH2:20][C:19](=[O:21])[N:18]([CH3:22])[C:17](=[N:23]C(=O)OC(C)(C)C)[NH:16]3)[CH:12]=[CH:13][CH:14]=2)[C:5]([OH:8])=[CH:6][CH:7]=1.[C:32](O)([C:34](F)(F)F)=O.C(Cl)Cl, predict the reaction product.